From a dataset of Reaction yield outcomes from USPTO patents with 853,638 reactions. Predict the reaction yield, written as a fraction of the theoretical maximum amount of product (1.0 means a 100% yield; for example, 0.34 means a 34% yield). (1) The reactants are [C:1]([O:5][C:6](=[O:52])[C@@H:7]([NH:31][C:32](=[O:51])[NH:33][C@@H:34]([CH2:42][CH2:43][C:44]([O:46][C:47]([CH3:50])([CH3:49])[CH3:48])=[O:45])[C:35]([O:37][C:38]([CH3:41])([CH3:40])[CH3:39])=[O:36])[CH2:8][CH2:9][CH2:10][CH2:11][NH:12][C:13](=[O:30])[CH2:14][CH2:15][CH2:16][CH2:17][CH2:18][CH2:19][C:20](ON1C(=O)CCC1=O)=[O:21])([CH3:4])([CH3:3])[CH3:2].[NH2:53][C@@H:54]([CH2:58][CH2:59][CH2:60][CH2:61][N:62]([CH2:77][C:78]1[N:79]([CH2:83][C:84]([O:86][C:87]([CH3:90])([CH3:89])[CH3:88])=[O:85])[CH:80]=[CH:81][N:82]=1)[CH2:63][C:64]1[N:65]([CH2:69][C:70](=[O:76])[O:71][C:72]([CH3:75])([CH3:74])[CH3:73])[CH:66]=[CH:67][N:68]=1)[C:55]([OH:57])=[O:56].CCN(C(C)C)C(C)C. The catalyst is CN(C=O)C. The product is [C:72]([O:71][C:70](=[O:76])[CH2:69][N:65]1[CH:66]=[CH:67][N:68]=[C:64]1[CH2:63][N:62]([CH2:77][C:78]1[N:79]([CH2:83][C:84](=[O:85])[O:86][C:87]([CH3:90])([CH3:89])[CH3:88])[CH:80]=[CH:81][N:82]=1)[CH2:61][CH2:60][CH2:59][CH2:58][C@@H:54]([C:55]([OH:57])=[O:56])[NH:53][C:20](=[O:21])[CH2:19][CH2:18][CH2:17][CH2:16][CH2:15][CH2:14][C:13](=[O:30])[NH:12][CH2:11][CH2:10][CH2:9][CH2:8][C@@H:7]([C:6]([O:5][C:1]([CH3:4])([CH3:3])[CH3:2])=[O:52])[NH:31][C:32](=[O:51])[NH:33][C@H:34]([C:35]([O:37][C:38]([CH3:39])([CH3:40])[CH3:41])=[O:36])[CH2:42][CH2:43][C:44](=[O:45])[O:46][C:47]([CH3:49])([CH3:50])[CH3:48])([CH3:73])([CH3:75])[CH3:74]. The yield is 0.210. (2) The catalyst is ClCCl.C(OCC)(=O)C. The reactants are [Br:1][C:2]1[C:6]([CH2:7]O)=[CH:5][N:4]([C:9]([CH2:12][CH3:13])([CH3:11])[CH3:10])[N:3]=1.C(N(CC)CC)C.CS([Cl:25])(=O)=O. The yield is 1.00. The product is [Br:1][C:2]1[C:6]([CH2:7][Cl:25])=[CH:5][N:4]([C:9]([CH2:12][CH3:13])([CH3:11])[CH3:10])[N:3]=1. (3) The reactants are [NH2:1][C:2]1[N:7]=[CH:6][N:5]=[C:4]2[N:8]([CH:22]([C:24]3[O:25][C:26]4[C:31]([C:32](=[O:41])[C:33]=3[C:34]3[CH:39]=[CH:38][CH:37]=[C:36]([F:40])[CH:35]=3)=[C:30](F)[CH:29]=[CH:28][CH:27]=4)[CH3:23])[N:9]=[C:10]([C:11]3[CH:16]=[CH:15][C:14]([O:17][CH:18]([CH3:20])[CH3:19])=[C:13]([F:21])[CH:12]=3)[C:3]=12.[NH:43]1[CH2:48][CH2:47][O:46][CH2:45][CH2:44]1. The catalyst is O1CCOCC1. The product is [NH2:1][C:2]1[N:7]=[CH:6][N:5]=[C:4]2[N:8]([CH:22]([C:24]3[O:25][C:26]4[C:31]([C:32](=[O:41])[C:33]=3[C:34]3[CH:39]=[CH:38][CH:37]=[C:36]([F:40])[CH:35]=3)=[C:30]([N:43]3[CH2:48][CH2:47][O:46][CH2:45][CH2:44]3)[CH:29]=[CH:28][CH:27]=4)[CH3:23])[N:9]=[C:10]([C:11]3[CH:16]=[CH:15][C:14]([O:17][CH:18]([CH3:20])[CH3:19])=[C:13]([F:21])[CH:12]=3)[C:3]=12. The yield is 0.800. (4) The reactants are Cl[C:2]1[N:7]=[C:6](Cl)[C:5]([C:9]([NH:11][CH2:12][C:13]2[CH:18]=[CH:17][C:16]([F:19])=[CH:15][CH:14]=2)=[O:10])=[CH:4][N:3]=1.[NH2:20][CH2:21][CH2:22][CH2:23][CH:24]([OH:28])[CH2:25][CH:26]=[CH2:27].CCN(C(C)C)C(C)C.[CH2:38]([NH2:46])[CH2:39][CH2:40][CH2:41][CH2:42][CH2:43][CH:44]=[CH2:45]. The catalyst is CC(O)C. The product is [F:19][C:16]1[CH:17]=[CH:18][C:13]([CH2:12][NH:11][C:9]([C:5]2[C:6]([NH:20][CH2:21][CH2:22][CH2:23][CH:24]([OH:28])[CH2:25][CH:26]=[CH2:27])=[N:7][C:2]([NH:46][CH2:38][CH2:39][CH2:40][CH2:41][CH2:42][CH2:43][CH:44]=[CH2:45])=[N:3][CH:4]=2)=[O:10])=[CH:14][CH:15]=1. The yield is 0.250. (5) The reactants are [Cl:1][C:2]([Cl:25])([C:14]1[CH:19]=[CH:18][CH:17]=[C:16]([O:20][C:21](F)(F)F)[CH:15]=1)[C:3]1[CH:8]=[C:7]([N+:9]([O-])=O)C=[C:5](OC)[CH:4]=1.[Cl:26]C1C=C(C(C2C=CN=CC=2)=O)C=C(OC)C=1. No catalyst specified. The product is [Cl:25][C:2]([Cl:1])([C:14]1[CH:15]=[C:16]([O:20][CH3:21])[CH:17]=[C:18]([Cl:26])[CH:19]=1)[C:3]1[CH:4]=[CH:5][N:9]=[CH:7][CH:8]=1. The yield is 0.430. (6) The reactants are C([O:8][C:9]1[CH:18]=[C:17]2[C:12]([C:13]([O:19][C:20]3[C:21]([C:28]4[S:29][C:30]([CH3:34])=[C:31]([CH3:33])[N:32]=4)=[N:22][C:23]([CH3:27])=[C:24]([CH3:26])[CH:25]=3)=[CH:14][CH:15]=[N:16]2)=[CH:11][C:10]=1[O:35][CH3:36])C1C=CC=CC=1.CS(O)(=O)=O. The catalyst is FC(F)(F)C(O)=O. The product is [CH3:33][C:31]1[N:32]=[C:28]([C:21]2[C:20]([O:19][C:13]3[C:12]4[C:17](=[CH:18][C:9]([OH:8])=[C:10]([O:35][CH3:36])[CH:11]=4)[N:16]=[CH:15][CH:14]=3)=[CH:25][C:24]([CH3:26])=[C:23]([CH3:27])[N:22]=2)[S:29][C:30]=1[CH3:34]. The yield is 0.910. (7) The reactants are [C:1]([C:5]1[CH:10]=[CH:9][CH:8]=[C:7]([N+:11]([O-])=O)[C:6]=1[OH:14])([CH3:4])([CH3:3])[CH3:2]. The catalyst is [C].[Pd].C(O)C. The product is [NH2:11][C:7]1[CH:8]=[CH:9][CH:10]=[C:5]([C:1]([CH3:3])([CH3:2])[CH3:4])[C:6]=1[OH:14]. The yield is 0.970. (8) The reactants are [H-].[Na+].[F:3][C:4]([F:23])([F:22])[C:5]1[CH:6]=[C:7]([C@H:15]2[O:19][C:18](=[O:20])[NH:17][C@H:16]2[CH3:21])[CH:8]=[C:9]([C:11]([F:14])([F:13])[F:12])[CH:10]=1.Br[CH2:25][C:26]1[CH:31]=[C:30]([C:32]([F:35])([F:34])[F:33])[CH:29]=[CH:28][C:27]=1[I:36]. The catalyst is C1COCC1. The product is [F:23][C:4]([F:3])([F:22])[C:5]1[CH:6]=[C:7]([C@H:15]2[O:19][C:18](=[O:20])[N:17]([CH2:25][C:26]3[CH:31]=[C:30]([C:32]([F:33])([F:35])[F:34])[CH:29]=[CH:28][C:27]=3[I:36])[C@H:16]2[CH3:21])[CH:8]=[C:9]([C:11]([F:12])([F:13])[F:14])[CH:10]=1. The yield is 0.825. (9) The reactants are C([O:5][C:6]([C:8]1[N:9]=[N:10][N:11]([CH2:13][CH2:14][CH2:15][CH2:16][C:17]2[S:21][C:20]([C:22]([O:24][CH2:25][CH3:26])=[O:23])=[N:19][N:18]=2)[CH:12]=1)=[O:7])(C)(C)C.C(O)(C(F)(F)F)=O. The catalyst is C(Cl)Cl. The product is [CH2:25]([O:24][C:22]([C:20]1[S:21][C:17]([CH2:16][CH2:15][CH2:14][CH2:13][N:11]2[CH:12]=[C:8]([C:6]([OH:7])=[O:5])[N:9]=[N:10]2)=[N:18][N:19]=1)=[O:23])[CH3:26]. The yield is 0.700. (10) The reactants are [CH:1]([Si:4]([CH:36]([CH3:38])[CH3:37])([CH:33]([CH3:35])[CH3:34])[O:5][CH2:6][C@H:7]1[CH2:11][CH2:10][CH2:9][N:8]1[C:12]1[N:16]2[CH:17]=[C:18]([O:21][C@H:22]3[C:31]4[C:26](=[CH:27][CH:28]=[CH:29][CH:30]=4)[C@@H:25]([NH2:32])[CH2:24][CH2:23]3)[CH:19]=[CH:20][C:15]2=[N:14][N:13]=1)([CH3:3])[CH3:2].ClC(Cl)(Cl)C[O:42][C:43](=O)[NH:44][C:45]1[N:46]([C:54]2[CH:59]=[CH:58][C:57]([CH3:60])=[CH:56][CH:55]=2)[N:47]=[C:48]([C:50]([CH3:53])([CH3:52])[CH3:51])[CH:49]=1.CCN(C(C)C)C(C)C.N. The catalyst is CN(C=O)C.CO.C(Cl)Cl. The product is [C:50]([C:48]1[CH:49]=[C:45]([NH:44][C:43]([NH:32][C@@H:25]2[C:26]3[C:31](=[CH:30][CH:29]=[CH:28][CH:27]=3)[C@H:22]([O:21][C:18]3[CH:19]=[CH:20][C:15]4[N:16]([C:12]([N:8]5[CH2:9][CH2:10][CH2:11][C@@H:7]5[CH2:6][O:5][Si:4]([CH:1]([CH3:2])[CH3:3])([CH:33]([CH3:35])[CH3:34])[CH:36]([CH3:38])[CH3:37])=[N:13][N:14]=4)[CH:17]=3)[CH2:23][CH2:24]2)=[O:42])[N:46]([C:54]2[CH:59]=[CH:58][C:57]([CH3:60])=[CH:56][CH:55]=2)[N:47]=1)([CH3:53])([CH3:51])[CH3:52]. The yield is 0.360.